Dataset: CYP2C19 inhibition data for predicting drug metabolism from PubChem BioAssay. Task: Regression/Classification. Given a drug SMILES string, predict its absorption, distribution, metabolism, or excretion properties. Task type varies by dataset: regression for continuous measurements (e.g., permeability, clearance, half-life) or binary classification for categorical outcomes (e.g., BBB penetration, CYP inhibition). Dataset: cyp2c19_veith. (1) The compound is NC(=O)Nn1c(CCC(=O)O)ccc1-c1ccc(F)cc1. The result is 0 (non-inhibitor). (2) The result is 1 (inhibitor). The compound is CCCc1cc2c(n1CCc1ccc(Cl)cc1)C(C)C1CN(C(=O)c3ccccc3)C(C)(C(=O)OC)C21.